This data is from Full USPTO retrosynthesis dataset with 1.9M reactions from patents (1976-2016). The task is: Predict the reactants needed to synthesize the given product. (1) Given the product [ClH:1].[NH2:26][CH2:25][CH:24]([C:3]1[CH:4]=[CH:5][C:6]([C:8]2[C:9]3[C:10]4[CH:23]=[CH:22][S:21][C:11]=4[C:12](=[O:20])[NH:13][C:14]=3[CH:15]=[CH:16][C:17]=2[OH:18])=[CH:7][C:2]=1[Cl:1])[CH3:34], predict the reactants needed to synthesize it. The reactants are: [Cl:1][C:2]1[CH:7]=[C:6]([C:8]2[C:9]3[C:10]4[CH:23]=[CH:22][S:21][C:11]=4[C:12](=[O:20])[NH:13][C:14]=3[CH:15]=[CH:16][C:17]=2[O:18]C)[CH:5]=[CH:4][C:3]=1[CH:24]([CH3:34])[CH2:25][NH:26]C(=O)OC(C)(C)C.B(Br)(Br)Br. (2) Given the product [O:16]1[CH:20]=[CH:19][C:18]([C:21]([O:23][N:25]2[C:29](=[O:30])[CH2:28][CH2:27][C:26]2=[O:31])=[O:22])=[CH:17]1, predict the reactants needed to synthesize it. The reactants are: C1CCC(N=C=NC2CCCCC2)CC1.[O:16]1[CH:20]=[CH:19][C:18]([C:21]([OH:23])=[O:22])=[CH:17]1.O[N:25]1[C:29](=[O:30])[CH2:28][CH2:27][C:26]1=[O:31]. (3) The reactants are: [CH3:1][O:2][C:3]1[C:16]2[C:15](=[O:17])[C:14]3[C:9](=[CH:10][CH:11]=[CH:12][C:13]=3[O:18][CH3:19])[C:8](=[O:20])[C:7]=2[CH:6]=[C:5](N)[CH:4]=1.N(OCCC(C)C)=O.[I:30]CI. Given the product [CH3:1][O:2][C:3]1[C:16]2[C:15](=[O:17])[C:14]3[C:9](=[CH:10][CH:11]=[CH:12][C:13]=3[O:18][CH3:19])[C:8](=[O:20])[C:7]=2[CH:6]=[C:5]([I:30])[CH:4]=1, predict the reactants needed to synthesize it. (4) Given the product [Br:1][C:2]1[CH:3]=[C:4]([NH:9][S:10]([C:13]2[CH:18]=[CH:17][C:16]([OH:19])=[CH:15][CH:14]=2)(=[O:12])=[O:11])[C:5]([O:24][CH3:23])=[N:6][CH:7]=1, predict the reactants needed to synthesize it. The reactants are: [Br:1][C:2]1[CH:3]=[C:4]([NH:9][S:10]([C:13]2[CH:18]=[CH:17][C:16]([OH:19])=[CH:15][CH:14]=2)(=[O:12])=[O:11])[C:5](Cl)=[N:6][CH:7]=1.C[O-].[Na+].[C:23](=O)(O)[O-:24].[Na+].Cl. (5) Given the product [Cl:1][C:2]1[CH:11]=[C:10]2[NH:9][CH:8]([C:12]3[CH:13]=[CH:14][CH:15]=[CH:16][CH:17]=3)[CH:7]([C:18]3[N:19]([CH3:23])[CH:20]=[CH:21][N:22]=3)[C:6]3=[N:31][NH:32][C:25](=[O:27])[C:4]([CH:3]=1)=[C:5]23, predict the reactants needed to synthesize it. The reactants are: [Cl:1][C:2]1[CH:3]=[C:4]([C:25]([O:27]CC)=O)[C:5]2[C:6](=O)[CH:7]([C:18]3[N:19]([CH3:23])[CH:20]=[CH:21][N:22]=3)[CH:8]([C:12]3[CH:17]=[CH:16][CH:15]=[CH:14][CH:13]=3)[NH:9][C:10]=2[CH:11]=1.O.[NH2:31][NH2:32]. (6) Given the product [CH2:1]([N:8]([CH2:14][C:15]1[CH:20]=[CH:19][CH:18]=[CH:17][CH:16]=1)[C:9](=[O:13])[O:10][CH2:11][I:21])[C:2]1[CH:7]=[CH:6][CH:5]=[CH:4][CH:3]=1, predict the reactants needed to synthesize it. The reactants are: [CH2:1]([N:8]([CH2:14][C:15]1[CH:20]=[CH:19][CH:18]=[CH:17][CH:16]=1)[C:9](=[O:13])[O:10][CH2:11]Cl)[C:2]1[CH:7]=[CH:6][CH:5]=[CH:4][CH:3]=1.[I-:21].[Na+].[Sn].